Dataset: Forward reaction prediction with 1.9M reactions from USPTO patents (1976-2016). Task: Predict the product of the given reaction. (1) Given the reactants C[O:2][C:3](=[O:27])[C@@H:4]([N:12]1[CH2:16][C:15]([O:17][C:18]2[CH:23]=[CH:22][CH:21]=[C:20]([O:24][CH3:25])[CH:19]=2)=[CH:14][C:13]1=[O:26])[CH2:5][CH:6]1[CH2:11][CH2:10][CH2:9][CH2:8][CH2:7]1.[OH-].[Li+], predict the reaction product. The product is: [CH:6]1([CH2:5][C@H:4]([N:12]2[CH2:16][C:15]([O:17][C:18]3[CH:23]=[CH:22][CH:21]=[C:20]([O:24][CH3:25])[CH:19]=3)=[CH:14][C:13]2=[O:26])[C:3]([OH:27])=[O:2])[CH2:11][CH2:10][CH2:9][CH2:8][CH2:7]1. (2) Given the reactants [CH3:1][O:2][C:3]1[CH:28]=[CH:27][C:6]([CH2:7][N:8]2[C:12]3=[N:13][CH:14]=[CH:15][C:16]([O:17][C:18]4[CH:23]=[CH:22][C:21]([NH2:24])=[CH:20][C:19]=4[F:25])=[C:11]3[C:10](I)=[N:9]2)=[CH:5][CH:4]=1.[CH3:29][N:30]([CH3:36])[C@H:31]1[CH2:35][CH2:34][NH:33][CH2:32]1.C([O-])([O-])=O.[K+].[K+].N1CCC[C@H]1C(O)=O, predict the reaction product. The product is: [NH2:24][C:21]1[CH:22]=[CH:23][C:18]([O:17][C:16]2[CH:15]=[CH:14][N:13]=[C:12]3[N:8]([CH2:7][C:6]4[CH:27]=[CH:28][C:3]([O:2][CH3:1])=[CH:4][CH:5]=4)[N:9]=[C:10]([N:33]4[CH2:34][CH2:35][C@H:31]([N:30]([CH3:36])[CH3:29])[CH2:32]4)[C:11]=23)=[C:19]([F:25])[CH:20]=1. (3) The product is: [Cl:14][C:11]1[CH:12]=[CH:13][C:8]([C:5]2[N:4]([CH3:15])[C:3]([C:16](=[O:19])[CH2:17][CH3:18])=[C:2]([C:30]3[CH:31]=[CH:32][C:27]([S:24]([NH2:23])(=[O:26])=[O:25])=[CH:28][CH:29]=3)[C:6]=2[CH3:7])=[CH:9][CH:10]=1. Given the reactants Br[C:2]1[C:6]([CH3:7])=[C:5]([C:8]2[CH:13]=[CH:12][C:11]([Cl:14])=[CH:10][CH:9]=2)[N:4]([CH3:15])[C:3]=1[C:16](=[O:19])[CH2:17][CH3:18].C(O)C.[NH2:23][S:24]([C:27]1[CH:32]=[CH:31][C:30](B(O)O)=[CH:29][CH:28]=1)(=[O:26])=[O:25].C(=O)([O-])[O-].[K+].[K+], predict the reaction product. (4) Given the reactants C(OC([N:8]1[CH2:14][CH2:13][C:12]2[C:15]([C:25]3[CH:30]=[CH:29][CH:28]=[CH:27][CH:26]=3)=[CH:16][N:17]([CH2:18][C:19]3[CH:24]=[CH:23][CH:22]=[CH:21][CH:20]=3)[C:11]=2[CH2:10][CH2:9]1)=O)(C)(C)C.C(N)C1C=CC=CC=1, predict the reaction product. The product is: [CH2:18]([N:17]1[C:11]2[CH2:10][CH2:9][NH:8][CH2:14][CH2:13][C:12]=2[C:15]([C:25]2[CH:30]=[CH:29][CH:28]=[CH:27][CH:26]=2)=[CH:16]1)[C:19]1[CH:20]=[CH:21][CH:22]=[CH:23][CH:24]=1. (5) The product is: [CH3:17][C:18]1[CH:19]=[N:20][N:21]([C:23]2[CH:24]=[CH:25][C:26]([O:1][CH2:2][C@H:3]3[C@H:8]([NH:9][C:10](=[O:16])[O:11][C:12]([CH3:13])([CH3:15])[CH3:14])[CH2:7][CH2:6][O:5][CH2:4]3)=[CH:27][CH:28]=2)[CH:22]=1. Given the reactants [OH:1][CH2:2][C@H:3]1[C@H:8]([NH:9][C:10](=[O:16])[O:11][C:12]([CH3:15])([CH3:14])[CH3:13])[CH2:7][CH2:6][O:5][CH2:4]1.[CH3:17][C:18]1[CH:19]=[N:20][N:21]([C:23]2[CH:28]=[CH:27][C:26](O)=[CH:25][CH:24]=2)[CH:22]=1.C1CCN(C(N=NC(N2CCCCC2)=O)=O)CC1.P(CCCC)(CCCC)CCCC, predict the reaction product.